This data is from Forward reaction prediction with 1.9M reactions from USPTO patents (1976-2016). The task is: Predict the product of the given reaction. (1) Given the reactants [CH2:1]([O:3][C:4]1[CH:5]=[C:6]([C:12](OC)=[C:13]([C:16]#[N:17])[C:14]#[N:15])[CH:7]=[CH:8][C:9]=1[O:10][CH3:11])[CH3:2].[OH:20][CH2:21][CH2:22][NH:23][NH2:24].C(N(CC)CC)C.O, predict the reaction product. The product is: [NH2:17][C:16]1[N:23]([CH2:22][CH2:21][OH:20])[N:24]=[C:12]([C:6]2[CH:7]=[CH:8][C:9]([O:10][CH3:11])=[C:4]([O:3][CH2:1][CH3:2])[CH:5]=2)[C:13]=1[C:14]#[N:15]. (2) Given the reactants [F:1][C:2]1[CH:3]=[C:4]([NH:24][C:25](=[O:38])[CH2:26][C:27]([NH:29][C:30]2[CH:35]=[CH:34][CH:33]=[CH:32][C:31]=2[O:36][CH3:37])=[O:28])[CH:5]=[CH:6][C:7]=1[O:8][C:9]1[CH:14]=[CH:13][N:12]=[C:11]2[CH:15]=[C:16](C3N(C)C=CN=3)[S:17][C:10]=12.[CH2:39]([N:41]1[CH:45]=[C:44](C2SC3C(=NC=CC=3OC3C=CC(N)=CC=3F)C=2)[N:43]=[CH:42]1)[CH3:40], predict the reaction product. The product is: [CH2:39]([N:41]1[CH:45]=[C:44]([C:16]2[S:17][C:10]3[C:11](=[N:12][CH:13]=[CH:14][C:9]=3[O:8][C:7]3[CH:6]=[CH:5][C:4]([NH:24][C:25](=[O:38])[CH2:26][C:27]([NH:29][C:30]4[CH:35]=[CH:34][CH:33]=[CH:32][C:31]=4[O:36][CH3:37])=[O:28])=[CH:3][C:2]=3[F:1])[CH:15]=2)[N:43]=[CH:42]1)[CH3:40].